From a dataset of Full USPTO retrosynthesis dataset with 1.9M reactions from patents (1976-2016). Predict the reactants needed to synthesize the given product. (1) Given the product [C:20]([CH2:24][N:8]([CH2:1][C:2]1[CH:3]=[CH:4][CH:5]=[CH:6][CH:7]=1)[C:9]1[CH:10]=[CH:11][C:12]([CH2:15][C:16]#[N:17])=[CH:13][CH:14]=1)#[N:21], predict the reactants needed to synthesize it. The reactants are: [CH2:1]([NH:8][C:9]1[CH:14]=[CH:13][C:12]([CH2:15][C:16]#[N:17])=[CH:11][CH:10]=1)[C:2]1[CH:7]=[CH:6][CH:5]=[CH:4][CH:3]=1.C=O.[C-:20]#[N:21].[Na+].Cl.[CH3:24]O. (2) Given the product [Cl:30][C:31]1[CH:32]=[C:33]([C:38]2[CH:43]=[CH:42][C:41]([CH2:44][C@@H:45]([NH:52][C:2]([C:4]3[C:5]([O:26][C:27](=[O:29])[CH3:28])=[C:6]([C:20]4[CH:25]=[CH:24][CH:23]=[CH:22][CH:21]=4)[CH:7]=[C:8]([C:10]4[CH:11]=[CH:12][C:13]([C:16]([F:17])([F:18])[F:19])=[CH:14][CH:15]=4)[CH:9]=3)=[O:3])[C:46]3[O:50][N:49]=[C:48]([CH3:51])[N:47]=3)=[CH:40][CH:39]=2)[CH:34]=[CH:35][C:36]=1[F:37], predict the reactants needed to synthesize it. The reactants are: Cl[C:2]([C:4]1[C:5]([O:26][C:27](=[O:29])[CH3:28])=[C:6]([C:20]2[CH:25]=[CH:24][CH:23]=[CH:22][CH:21]=2)[CH:7]=[C:8]([C:10]2[CH:15]=[CH:14][C:13]([C:16]([F:19])([F:18])[F:17])=[CH:12][CH:11]=2)[CH:9]=1)=[O:3].[Cl:30][C:31]1[CH:32]=[C:33]([C:38]2[CH:43]=[CH:42][C:41]([CH2:44][C@@H:45]([NH2:52])[C:46]3[O:50][N:49]=[C:48]([CH3:51])[N:47]=3)=[CH:40][CH:39]=2)[CH:34]=[CH:35][C:36]=1[F:37]. (3) The reactants are: [Cl:1][C:2]1[CH:3]=[C:4]([OH:11])[C:5]([N+:8]([O-:10])=[O:9])=[N:6][CH:7]=1.[H-].[Na+].Br[CH2:15][CH2:16][O:17][CH3:18].O. Given the product [Cl:1][C:2]1[CH:3]=[C:4]([O:11][CH2:15][CH2:16][O:17][CH3:18])[C:5]([N+:8]([O-:10])=[O:9])=[N:6][CH:7]=1, predict the reactants needed to synthesize it. (4) Given the product [CH:20]([N:16]1[C:15]([C:9]2[S:10][C:11]3[CH2:12][CH2:13][O:14][C:5]4[CH:4]=[CH:3][C:2]([C:32]5[CH:31]=[N:30][C:29]([N:24]6[CH2:25][CH2:26][CH2:27][CH2:28]6)=[CH:34][CH:33]=5)=[CH:23][C:6]=4[C:7]=3[N:8]=2)=[N:19][CH:18]=[N:17]1)([CH3:22])[CH3:21], predict the reactants needed to synthesize it. The reactants are: Br[C:2]1[CH:3]=[CH:4][C:5]2[O:14][CH2:13][CH2:12][C:11]3[S:10][C:9]([C:15]4[N:16]([CH:20]([CH3:22])[CH3:21])[N:17]=[CH:18][N:19]=4)=[N:8][C:7]=3[C:6]=2[CH:23]=1.[N:24]1([C:29]2[CH:34]=[CH:33][C:32](B3OC(C)(C)C(C)(C)O3)=[CH:31][N:30]=2)[CH2:28][CH2:27][CH2:26][CH2:25]1. (5) Given the product [C:1]([C:3]1[CH:8]=[CH:7][C:6]([N:9]2[C:13]([CH3:14])=[C:12]([CH2:15][C:16]3[CH:17]=[CH:18][C:19]([C:20]([NH:30][CH2:31][C:32]([OH:34])([CH3:35])[CH3:33])=[O:21])=[CH:23][CH:24]=3)[C:11]([CH3:25])=[N:10]2)=[CH:5][C:4]=1[C:26]([F:29])([F:28])[F:27])#[N:2], predict the reactants needed to synthesize it. The reactants are: [C:1]([C:3]1[CH:8]=[CH:7][C:6]([N:9]2[C:13]([CH3:14])=[C:12]([CH2:15][C:16]3[CH:24]=[CH:23][C:19]([C:20](O)=[O:21])=[CH:18][CH:17]=3)[C:11]([CH3:25])=[N:10]2)=[CH:5][C:4]=1[C:26]([F:29])([F:28])[F:27])#[N:2].[NH2:30][CH2:31][C:32]([CH3:35])([OH:34])[CH3:33].